This data is from TCR-epitope binding with 47,182 pairs between 192 epitopes and 23,139 TCRs. The task is: Binary Classification. Given a T-cell receptor sequence (or CDR3 region) and an epitope sequence, predict whether binding occurs between them. (1) The epitope is FIAGLIAIV. The TCR CDR3 sequence is CASSHASGAYQETQYF. Result: 1 (the TCR binds to the epitope). (2) Result: 0 (the TCR does not bind to the epitope). The TCR CDR3 sequence is CASSYTPVSMNTEAFF. The epitope is CLGGLLTMV. (3) The epitope is MLNIPSINV. The TCR CDR3 sequence is CASLKGGGTEAFF. Result: 1 (the TCR binds to the epitope).